This data is from Peptide-MHC class I binding affinity with 185,985 pairs from IEDB/IMGT. The task is: Regression. Given a peptide amino acid sequence and an MHC pseudo amino acid sequence, predict their binding affinity value. This is MHC class I binding data. (1) The peptide sequence is HPASRLFPF. The MHC is HLA-B83:01 with pseudo-sequence HLA-B83:01. The binding affinity (normalized) is 0.631. (2) The peptide sequence is FSTSAYLV. The MHC is H-2-Db with pseudo-sequence H-2-Db. The binding affinity (normalized) is 0. (3) The peptide sequence is QTYMYTGQY. The MHC is HLA-A01:01 with pseudo-sequence HLA-A01:01. The binding affinity (normalized) is 0.423. (4) The peptide sequence is QFNFNGHTY. The binding affinity (normalized) is 0.156. The MHC is HLA-A03:01 with pseudo-sequence HLA-A03:01. (5) The peptide sequence is VQGYERIMY. The MHC is HLA-A30:01 with pseudo-sequence HLA-A30:01. The binding affinity (normalized) is 0.0847. (6) The peptide sequence is YEPEMQAQV. The MHC is HLA-A25:01 with pseudo-sequence HLA-A25:01. The binding affinity (normalized) is 0.0847.